From a dataset of NCI-60 drug combinations with 297,098 pairs across 59 cell lines. Regression. Given two drug SMILES strings and cell line genomic features, predict the synergy score measuring deviation from expected non-interaction effect. (1) Drug 1: CCC1=C2CN3C(=CC4=C(C3=O)COC(=O)C4(CC)O)C2=NC5=C1C=C(C=C5)O. Drug 2: CCC1(CC2CC(C3=C(CCN(C2)C1)C4=CC=CC=C4N3)(C5=C(C=C6C(=C5)C78CCN9C7C(C=CC9)(C(C(C8N6C)(C(=O)OC)O)OC(=O)C)CC)OC)C(=O)OC)O.OS(=O)(=O)O. Cell line: SF-268. Synergy scores: CSS=30.5, Synergy_ZIP=-2.75, Synergy_Bliss=-3.03, Synergy_Loewe=-11.2, Synergy_HSA=-1.12. (2) Drug 1: CC(C)CN1C=NC2=C1C3=CC=CC=C3N=C2N. Drug 2: CC1C(C(CC(O1)OC2CC(CC3=C2C(=C4C(=C3O)C(=O)C5=C(C4=O)C(=CC=C5)OC)O)(C(=O)CO)O)N)O.Cl. Cell line: HL-60(TB). Synergy scores: CSS=45.0, Synergy_ZIP=2.06, Synergy_Bliss=1.66, Synergy_Loewe=-12.5, Synergy_HSA=0.666. (3) Drug 1: C1C(C(OC1N2C=C(C(=O)NC2=O)F)CO)O. Drug 2: C1CN(P(=O)(OC1)NCCCl)CCCl. Cell line: SN12C. Synergy scores: CSS=-0.800, Synergy_ZIP=-3.76, Synergy_Bliss=-0.983, Synergy_Loewe=-21.3, Synergy_HSA=-3.85. (4) Drug 1: C1CC(C1)(C(=O)O)C(=O)O.[NH2-].[NH2-].[Pt+2]. Drug 2: C1=NC2=C(N=C(N=C2N1C3C(C(C(O3)CO)O)F)Cl)N. Cell line: IGROV1. Synergy scores: CSS=5.71, Synergy_ZIP=-1.05, Synergy_Bliss=0.180, Synergy_Loewe=-1.11, Synergy_HSA=-1.09. (5) Drug 1: C1C(C(OC1N2C=C(C(=O)NC2=O)F)CO)O. Drug 2: C(CN)CNCCSP(=O)(O)O. Cell line: MOLT-4. Synergy scores: CSS=61.3, Synergy_ZIP=9.85, Synergy_Bliss=10.9, Synergy_Loewe=8.33, Synergy_HSA=11.4. (6) Drug 1: CC12CCC3C(C1CCC2=O)CC(=C)C4=CC(=O)C=CC34C. Drug 2: CC1CCCC2(C(O2)CC(NC(=O)CC(C(C(=O)C(C1O)C)(C)C)O)C(=CC3=CSC(=N3)C)C)C. Cell line: NCIH23. Synergy scores: CSS=55.2, Synergy_ZIP=-0.195, Synergy_Bliss=-0.775, Synergy_Loewe=-0.682, Synergy_HSA=-1.26. (7) Drug 2: CC12CCC3C(C1CCC2OP(=O)(O)O)CCC4=C3C=CC(=C4)OC(=O)N(CCCl)CCCl.[Na+]. Synergy scores: CSS=8.22, Synergy_ZIP=-6.88, Synergy_Bliss=-5.72, Synergy_Loewe=-6.98, Synergy_HSA=-4.55. Drug 1: C1=CN(C(=O)N=C1N)C2C(C(C(O2)CO)O)O.Cl. Cell line: IGROV1.